Predict which catalyst facilitates the given reaction. From a dataset of Catalyst prediction with 721,799 reactions and 888 catalyst types from USPTO. (1) Reactant: [Cl:1][CH2:2][S:3]([NH:6][C:7]1[CH:12]=[C:11]([N:13]2[C:17](=[O:18])[C@H:16]3[CH2:19][C@@H:20](O)[CH2:21][N:15]3[C:14]2=[O:23])[C:10]([F:24])=[CH:9][C:8]=1[Cl:25])(=[O:5])=[O:4].[F:26]C(N(CC)CC)(F)C(F)F. Product: [Cl:1][CH2:2][S:3]([NH:6][C:7]1[CH:12]=[C:11]([N:13]2[C:17](=[O:18])[C@H:16]3[CH2:19][C@H:20]([F:26])[CH2:21][N:15]3[C:14]2=[O:23])[C:10]([F:24])=[CH:9][C:8]=1[Cl:25])(=[O:5])=[O:4]. The catalyst class is: 26. (2) The catalyst class is: 89. Product: [N:1]1[C:6]([C:7]([OH:9])=[O:8])=[CH:5][CH:4]=[C:3]([C:14]2[CH:15]=[N:16][CH:17]=[CH:18][CH:19]=2)[CH:2]=1. Reactant: [N:1]1[C:6]([C:7]([O:9]C(C)(C)C)=[O:8])=[CH:5][CH:4]=[C:3]([C:14]2[CH:15]=[N:16][CH:17]=[CH:18][CH:19]=2)[CH:2]=1. (3) Reactant: [F:1][C:2]([CH3:37])([CH3:36])[C@H:3]([NH:5][C:6]([C:8]1[C:16]2[C:11](=[N:12][CH:13]=[C:14]([C:17]3[C:25]4[C:20](=[CH:21][C:22]([F:26])=[CH:23][CH:24]=4)[N:19]([CH3:27])[N:18]=3)[N:15]=2)[N:10](COCC[Si](C)(C)C)[CH:9]=1)=[O:7])[CH3:4].FC(F)(F)C(O)=O.C(N)CN. Product: [F:1][C:2]([CH3:36])([CH3:37])[C@H:3]([NH:5][C:6]([C:8]1[C:16]2[C:11](=[N:12][CH:13]=[C:14]([C:17]3[C:25]4[C:20](=[CH:21][C:22]([F:26])=[CH:23][CH:24]=4)[N:19]([CH3:27])[N:18]=3)[N:15]=2)[NH:10][CH:9]=1)=[O:7])[CH3:4]. The catalyst class is: 4. (4) Reactant: [Br:1][C:2]1[C:11]([O:12]C)=[CH:10][CH:9]=[C:8]2[C:3]=1[CH:4]=[CH:5][C:6]([CH3:14])=[N:7]2. Product: [Br:1][C:2]1[C:11]([OH:12])=[CH:10][CH:9]=[C:8]2[C:3]=1[CH:4]=[CH:5][C:6]([CH3:14])=[N:7]2. The catalyst class is: 201. (5) Reactant: [CH2:1]([O:3][C:4](=[O:12])[CH2:5][C:6]1[CH:7]=[N:8][CH:9]=[CH:10][CH:11]=1)[CH3:2].[H-].[Na+].[CH2:15](I)[CH3:16]. Product: [CH2:1]([O:3][C:4](=[O:12])[CH:5]([C:6]1[CH:7]=[N:8][CH:9]=[CH:10][CH:11]=1)[CH2:15][CH3:16])[CH3:2]. The catalyst class is: 7.